Dataset: Reaction yield outcomes from USPTO patents with 853,638 reactions. Task: Predict the reaction yield, written as a fraction of the theoretical maximum amount of product (1.0 means a 100% yield; for example, 0.34 means a 34% yield). (1) The reactants are [Br:1][C:2]1[CH:11]=[C:10]2[C:5]([CH2:6][C:7]([CH2:14][OH:15])([CH3:13])[CH2:8][CH:9]2[OH:12])=[CH:4][CH:3]=1. The catalyst is [O-2].[Mn+4].[O-2].C(Cl)(Cl)Cl. The product is [Br:1][C:2]1[CH:11]=[C:10]2[C:5]([CH2:6][C:7]([CH2:14][OH:15])([CH3:13])[CH2:8][C:9]2=[O:12])=[CH:4][CH:3]=1. The yield is 0.600. (2) The reactants are C(N(CC)C(C)C)(C)C.[CH3:10][C:11]([CH3:18])([CH2:16]O)[C:12]([O:14][CH3:15])=[O:13].[CH3:19][S:20](Cl)(=O)=O.[Na].CS. The catalyst is ClCCl.Cl.O1CCOCC1.C(OCC)(=O)C. The product is [CH3:15][O:14][C:12](=[O:13])[C:11]([CH3:10])([CH3:18])[CH2:16][S:20][CH3:19]. The yield is 0.240. (3) The reactants are Cl[CH2:2][C:3]1[CH:22]=[CH:21][C:6]([O:7][CH2:8][C:9]2[N:10]=[C:11]([C:15]3[CH:20]=[CH:19][CH:18]=[CH:17][CH:16]=3)[O:12][C:13]=2[CH3:14])=[CH:5][CH:4]=1.[OH:23][C:24]1[C:28]([CH:29]=[O:30])=[CH:27][N:26]([C:31]2[CH:36]=[CH:35][CH:34]=[CH:33][CH:32]=2)[N:25]=1.C(=O)([O-])[O-].[K+].[K+].CN(C)C=O. The catalyst is O. The product is [C:15]1([C:11]2[O:12][C:13]([CH3:14])=[C:9]([CH2:8][O:7][C:6]3[CH:21]=[CH:22][C:3]([CH2:2][O:23][C:24]4[C:28]([CH:29]=[O:30])=[CH:27][N:26]([C:31]5[CH:32]=[CH:33][CH:34]=[CH:35][CH:36]=5)[N:25]=4)=[CH:4][CH:5]=3)[N:10]=2)[CH:20]=[CH:19][CH:18]=[CH:17][CH:16]=1. The yield is 0.860. (4) The reactants are [NH2:1][C:2]1[CH:3]=[C:4]([N:9]([CH3:25])[C:10]2[N:15]=[C:14]3[S:16][C:17]([NH:19][C:20]([CH:22]4[CH2:24][CH2:23]4)=[O:21])=[N:18][C:13]3=[CH:12][CH:11]=2)[CH:5]=[CH:6][C:7]=1[F:8].[C:26]([C:30]1[CH:35]=[CH:34][C:33]([N:36]=[C:37]=[O:38])=[CH:32][CH:31]=1)([CH3:29])([CH3:28])[CH3:27]. The catalyst is CN(C)C=O.C(OCC)(=O)C. The product is [C:26]([C:30]1[CH:35]=[CH:34][C:33]([NH:36][C:37]([NH:1][C:2]2[CH:3]=[C:4]([N:9]([CH3:25])[C:10]3[N:15]=[C:14]4[S:16][C:17]([NH:19][C:20]([CH:22]5[CH2:23][CH2:24]5)=[O:21])=[N:18][C:13]4=[CH:12][CH:11]=3)[CH:5]=[CH:6][C:7]=2[F:8])=[O:38])=[CH:32][CH:31]=1)([CH3:29])([CH3:27])[CH3:28]. The yield is 0.170. (5) The reactants are [OH:1][C@H:2]([CH2:34][NH:35][CH2:36][C:37]1[CH:42]=[CH:41][CH:40]=[C:39]([O:43][CH3:44])[CH:38]=1)[C@@H:3]([NH:11][C:12]([C:14]1[CH:15]=[C:16]([CH:20]=[C:21]([C:23](=[O:33])[N:24]([CH3:32])[CH2:25][C:26]2[S:27][CH:28]=[C:29]([CH3:31])[N:30]=2)[CH:22]=1)[C:17](O)=[O:18])=[O:13])[CH2:4][C:5]1[CH:10]=[CH:9][CH:8]=[CH:7][CH:6]=1.Cl.[CH3:46][O:47][C:48](=[O:53])[C@H:49]([CH2:51][OH:52])[NH2:50].C1C=CC2N(O)N=NC=2C=1.CCN=C=NCCCN(C)C. The catalyst is C(Cl)Cl. The product is [OH:52][CH2:51][C@H:49]([NH:50][C:17](=[O:18])[C:16]1[CH:20]=[C:21]([C:23](=[O:33])[N:24]([CH3:32])[CH2:25][C:26]2[S:27][CH:28]=[C:29]([CH3:31])[N:30]=2)[CH:22]=[C:14]([C:12](=[O:13])[NH:11][C@H:3]([C@H:2]([OH:1])[CH2:34][NH:35][CH2:36][C:37]2[CH:42]=[CH:41][CH:40]=[C:39]([O:43][CH3:44])[CH:38]=2)[CH2:4][C:5]2[CH:10]=[CH:9][CH:8]=[CH:7][CH:6]=2)[CH:15]=1)[C:48]([O:47][CH3:46])=[O:53]. The yield is 0.370. (6) The reactants are Cl[C:2]1[C:11]2[C:6](=[CH:7][CH:8]=[C:9]([CH3:12])[CH:10]=2)[N:5]=[CH:4][N:3]=1.[NH2:13][C:14]1[C:15]([CH3:42])=[C:16]([C:20]2[C:32]3[C:31]4[C:26](=[CH:27][C:28]([N:33]5[CH2:37][CH2:36][CH2:35][C:34]5=[O:38])=[CH:29][CH:30]=4)[NH:25][C:24]=3[C:23]([C:39]([NH2:41])=[O:40])=[CH:22][CH:21]=2)[CH:17]=[CH:18][CH:19]=1.Cl. The catalyst is C(O)(C)C. The product is [CH3:42][C:15]1[C:14]([NH:13][C:2]2[C:11]3[C:6](=[CH:7][CH:8]=[C:9]([CH3:12])[CH:10]=3)[N:5]=[CH:4][N:3]=2)=[CH:19][CH:18]=[CH:17][C:16]=1[C:20]1[C:32]2[C:31]3[C:26](=[CH:27][C:28]([N:33]4[CH2:37][CH2:36][CH2:35][C:34]4=[O:38])=[CH:29][CH:30]=3)[NH:25][C:24]=2[C:23]([C:39]([NH2:41])=[O:40])=[CH:22][CH:21]=1. The yield is 0.200. (7) The reactants are [Br:1][C:2]1[CH:3]=[C:4]2[C:10](I)=[CH:9][N:8]([S:12]([C:15]3[CH:20]=[CH:19][C:18]([CH3:21])=[CH:17][CH:16]=3)(=[O:14])=[O:13])[C:5]2=[N:6][CH:7]=1.[NH2:22][C:23]([C:25]1[CH:30]=[CH:29][C:28](B(O)O)=[CH:27][CH:26]=1)=[O:24].C([O-])([O-])=O.[Na+].[Na+].O. The catalyst is CC#N.Cl[Pd](Cl)([P](C1C=CC=CC=1)(C1C=CC=CC=1)C1C=CC=CC=1)[P](C1C=CC=CC=1)(C1C=CC=CC=1)C1C=CC=CC=1. The product is [Br:1][C:2]1[CH:3]=[C:4]2[C:10]([C:28]3[CH:29]=[CH:30][C:25]([C:23]([NH2:22])=[O:24])=[CH:26][CH:27]=3)=[CH:9][N:8]([S:12]([C:15]3[CH:20]=[CH:19][C:18]([CH3:21])=[CH:17][CH:16]=3)(=[O:14])=[O:13])[C:5]2=[N:6][CH:7]=1. The yield is 0.790. (8) The reactants are [C:1]([O:9][CH2:10][C@@:11]([O:15][CH2:16][CH:17]([O:21][CH2:22][C:23]1[CH:28]=[CH:27][CH:26]=[CH:25][CH:24]=1)[CH2:18]C=C)([CH3:14])[CH:12]=[CH2:13])(=[O:8])[C:2]1[CH:7]=[CH:6][CH:5]=[CH:4][CH:3]=1. The catalyst is C(Cl)Cl.Cl[Ru](=C1N(C2C(C)=CC(C)=CC=2C)CCN1C1C(C)=CC(C)=CC=1C)(Cl)(=CC1C=CC=CC=1)[P](C1CCCCC1)(C1CCCCC1)C1CCCCC1. The product is [C:1]([O:9][CH2:10][C@@:11]1([CH3:14])[CH:12]=[CH:13][CH2:18][CH:17]([O:21][CH2:22][C:23]2[CH:24]=[CH:25][CH:26]=[CH:27][CH:28]=2)[CH2:16][O:15]1)(=[O:8])[C:2]1[CH:7]=[CH:6][CH:5]=[CH:4][CH:3]=1. The yield is 0.790. (9) The reactants are O[CH2:2][N:3]1[C:11]2[C:6](=[CH:7][CH:8]=[CH:9][CH:10]=2)[CH2:5][C:4]1=[O:12].[N:13]1[C:17]2[CH:18]=[CH:19][CH:20]=[CH:21][C:16]=2[NH:15][CH:14]=1.C(N1C=CN=C1)(N1C=CN=C1)=O. The catalyst is C(#N)C. The product is [N:13]1([CH2:2][N:3]2[C:11]3[C:6](=[CH:7][CH:8]=[CH:9][CH:10]=3)[CH2:5][C:4]2=[O:12])[C:17]2[CH:18]=[CH:19][CH:20]=[CH:21][C:16]=2[N:15]=[CH:14]1. The yield is 0.250. (10) The reactants are [F:1][C:2]([F:12])([F:11])[O:3][C:4]1[CH:10]=[CH:9][CH:8]=[CH:7][C:5]=1[NH2:6].O.[F:14][C:15]([F:23])([F:22])[C:16]([C:18]([F:21])([F:20])[F:19])=[O:17].C(=O)([O-])O.[Na+]. The catalyst is O.C1(C)C=CC(S(O)(=O)=O)=CC=1.C(OCC)(=O)C. The product is [F:1][C:2]([F:11])([F:12])[O:3][C:4]1[CH:10]=[C:9]([C:16]([OH:17])([C:18]([F:21])([F:20])[F:19])[C:15]([F:23])([F:22])[F:14])[CH:8]=[CH:7][C:5]=1[NH2:6]. The yield is 0.550.